Task: Predict the reaction yield, written as a fraction of the theoretical maximum amount of product (1.0 means a 100% yield; for example, 0.34 means a 34% yield).. Dataset: Reaction yield outcomes from USPTO patents with 853,638 reactions (1) The reactants are [C:1]([C:5]1[CH:10]=[CH:9][C:8]([N+:11]([O-])=O)=[CH:7][C:6]=1[S:14]([NH2:17])(=[O:16])=[O:15])([CH3:4])([CH3:3])[CH3:2].O.O.Cl[Sn]Cl.C([O-])(O)=O.[Na+]. The catalyst is CCO.CCOC(C)=O.O. The product is [C:1]([C:5]1[CH:10]=[CH:9][C:8]([NH2:11])=[CH:7][C:6]=1[S:14]([NH2:17])(=[O:15])=[O:16])([CH3:4])([CH3:2])[CH3:3]. The yield is 1.00. (2) The reactants are [N:1]1[N:2]([C:10]2[CH:15]=[C:14]([CH3:16])[CH:13]=[CH:12][C:11]=2O)[N:3]=[C:4]2[CH:9]=[CH:8][CH:7]=[CH:6][C:5]=12.[CH2:18]=[O:19].S(=O)(=O)(O)O.[ClH:25]. The catalyst is C(O)(=O)C. The product is [N:1]1[N:2]([C:10]2[CH:15]=[C:14]([CH3:16])[CH:13]=[C:12]([CH2:11][Cl:25])[C:18]=2[OH:19])[N:3]=[C:4]2[CH:9]=[CH:8][CH:7]=[CH:6][C:5]=12. The yield is 0.950.